This data is from Catalyst prediction with 721,799 reactions and 888 catalyst types from USPTO. The task is: Predict which catalyst facilitates the given reaction. (1) Reactant: [CH2:1]([O:3][C:4](=[O:14])[C@@H:5]([C@H:7]([C:9]([O:11][CH2:12][CH3:13])=[O:10])[OH:8])[OH:6])[CH3:2].BrN1C(C)(C)C(=O)N(Br)C1=O.N(C(C)(CC(OC)(C)C)C#N)=NC(C)(CC(C)(OC)C)C#N. Product: [O:6]=[C:5]([C:4]([O:3][CH2:1][CH3:2])=[O:14])[C:7](=[O:8])[C:9]([O:11][CH2:12][CH3:13])=[O:10]. The catalyst class is: 15. (2) Reactant: [CH:1]1[CH:2]=[CH:3][C:4]([C@@H:7]([N:15]2[CH2:20][CH2:19][N:18]([CH2:21][CH2:22][O:23][CH2:24][C:25]([OH:27])=[O:26])[CH2:17][CH2:16]2)[C:8]2[CH:9]=[CH:10][C:11]([Cl:14])=[CH:12][CH:13]=2)=[CH:5][CH:6]=1.[ClH:28]. Product: [CH:1]1[CH:2]=[CH:3][C:4]([C@@H:7]([N:15]2[CH2:20][CH2:19][N:18]([CH2:21][CH2:22][O:23][CH2:24][C:25]([OH:27])=[O:26])[CH2:17][CH2:16]2)[C:8]2[CH:9]=[CH:10][C:11]([Cl:14])=[CH:12][CH:13]=2)=[CH:5][CH:6]=1.[ClH:28].[ClH:14]. The catalyst class is: 13. (3) Reactant: [NH2:1][C:2]1[N:7]=[C:6]([N:8]2[C:16]3[CH:15]=[C:14]([Br:17])[CH:13]=[C:12]([OH:18])[C:11]=3[CH:10]=[CH:9]2)[CH:5]=[CH:4][N:3]=1.CN(C=O)C.C([O-])([O-])=O.[Cs+].[Cs+].Br[CH2:31][CH2:32][O:33][CH3:34]. The catalyst class is: 6. Product: [Br:17][C:14]1[CH:15]=[C:16]2[C:11]([CH:10]=[CH:9][N:8]2[C:6]2[CH:5]=[CH:4][N:3]=[C:2]([NH2:1])[N:7]=2)=[C:12]([O:18][CH2:31][CH2:32][O:33][CH3:34])[CH:13]=1. (4) Reactant: [CH:1]1([CH:7]([CH:16]2[CH2:21][CH2:20][C:19]([F:22])=[CH:18][CH2:17]2)[O:8][Si](CC)(CC)CC)[CH2:6][CH2:5][CH2:4][CH2:3][CH2:2]1.C1(C(C2CCCCC2)O[Si](CC)(CC)CC)CCC=CC1.C1(C)C=CC(S(O)(=O)=O)=CC=1. Product: [CH:1]1([CH:7]([CH:16]2[CH2:17][CH2:18][CH:19]([F:22])[CH2:20][CH2:21]2)[OH:8])[CH2:2][CH2:3][CH2:4][CH2:5][CH2:6]1. The catalyst class is: 61. (5) Reactant: [F:1][C:2]1[CH:3]=[C:4]2[C:8](=[CH:9][CH:10]=1)[NH:7][N:6]=[C:5]2[I:11].[Cl:12][CH2:13][CH2:14]Cl.C([O-])([O-])=O.[K+].[K+]. Product: [Cl:12][CH2:13][CH2:14][N:7]1[C:8]2[C:4](=[CH:3][C:2]([F:1])=[CH:10][CH:9]=2)[C:5]([I:11])=[N:6]1. The catalyst class is: 10. (6) Reactant: [Cl:1][C:2]1[C:7]([N:8]2[CH:12]=[CH:11][C:10]([NH2:13])=[N:9]2)=[CH:6][CH:5]=[CH:4]N=1.[Cl:14][C:15]1[CH:23]=[CH:22][CH:21]=[CH:20][C:16]=1[C:17](Cl)=[O:18].[CH2:24](N(CC)CC)C. Product: [Cl:14][C:15]1[CH:23]=[CH:22][CH:21]=[CH:20][C:16]=1[C:17]([NH:13][C:10]1[CH:11]=[CH:12][N:8]([C:7]2[CH:6]=[CH:5][CH:4]=[CH:24][C:2]=2[Cl:1])[N:9]=1)=[O:18]. The catalyst class is: 4. (7) Reactant: [CH:1]([C:3]1[CH:12]=[CH:11][C:6]([C:7]([O:9][CH3:10])=[O:8])=[CH:5][CH:4]=1)=O.[NH2:13][CH:14]([CH2:17][CH3:18])[CH2:15][CH3:16].[BH4-].[Na+]. Product: [CH3:16][CH2:15][CH:14]([NH:13][CH2:1][C:3]1[CH:12]=[CH:11][C:6]([C:7]([O:9][CH3:10])=[O:8])=[CH:5][CH:4]=1)[CH2:17][CH3:18]. The catalyst class is: 5. (8) The catalyst class is: 8. Product: [NH2:12][C:11]1[C:6]([C:4]([OH:5])=[O:3])=[N:7][C:8]([Cl:17])=[C:9]([C:13]([F:14])([F:16])[F:15])[N:10]=1. Reactant: C([O:3][C:4]([C:6]1[C:11]([NH2:12])=[N:10][C:9]([C:13]([F:16])([F:15])[F:14])=[C:8]([Cl:17])[N:7]=1)=[O:5])C.[OH-].[Na+].O.Cl. (9) Reactant: [Br:1][C:2]1[S:6][C:5]([C:7](N(OC)C)=[O:8])=[C:4]([Cl:13])[CH:3]=1.[CH3:14][Mg+].[Br-]. Product: [Br:1][C:2]1[S:6][C:5]([C:7](=[O:8])[CH3:14])=[C:4]([Cl:13])[CH:3]=1. The catalyst class is: 1.